Dataset: Forward reaction prediction with 1.9M reactions from USPTO patents (1976-2016). Task: Predict the product of the given reaction. (1) Given the reactants [Cl:1][C:2]1[CH:28]=[CH:27][C:5]([CH2:6][N:7]2[C:15]3[C:10](=[CH:11][CH:12]=[CH:13][CH:14]=3)[C:9]([C:16](=O)[C:17]([NH:19][C:20]3[S:24][N:23]=[C:22]([CH3:25])[CH:21]=3)=[O:18])=[CH:8]2)=[CH:4][CH:3]=1.Cl.[NH2:30][OH:31].C([O-])(=O)C.[Na+], predict the reaction product. The product is: [Cl:1][C:2]1[CH:28]=[CH:27][C:5]([CH2:6][N:7]2[C:15]3[C:10](=[CH:11][CH:12]=[CH:13][CH:14]=3)[C:9]([C:16](=[N:30][OH:31])[C:17]([NH:19][C:20]3[S:24][N:23]=[C:22]([CH3:25])[CH:21]=3)=[O:18])=[CH:8]2)=[CH:4][CH:3]=1. (2) Given the reactants [CH2:1]([O:3][C:4]([C:6]1[C:7](Cl)=[N:8][C:9]([S:12][CH3:13])=[N:10][CH:11]=1)=[O:5])[CH3:2].Cl.C(O[CH2:20][CH3:21])(=O)C.[CH2:22]([N:24](CC)CC)C, predict the reaction product. The product is: [CH2:1]([O:3][C:4]([C:6]1[C:7]([NH:24][CH2:22][CH2:20][CH3:21])=[N:8][C:9]([S:12][CH3:13])=[N:10][CH:11]=1)=[O:5])[CH3:2].